Dataset: Forward reaction prediction with 1.9M reactions from USPTO patents (1976-2016). Task: Predict the product of the given reaction. (1) Given the reactants N1C=CC=CC=1.[CH3:7][N:8]([O:19][CH3:20])[C:9](=[O:18])[C:10]1[CH:15]=[CH:14][C:13]([NH2:16])=[C:12]([NH2:17])[CH:11]=1.[CH:21]([S:24](Cl)(=[O:26])=[O:25])([CH3:23])[CH3:22].CCCCCC, predict the reaction product. The product is: [CH3:7][N:8]([O:19][CH3:20])[C:9](=[O:18])[C:10]1[CH:15]=[CH:14][C:13]([NH2:16])=[C:12]([NH:17][S:24]([CH:21]([CH3:23])[CH3:22])(=[O:26])=[O:25])[CH:11]=1. (2) Given the reactants [Cl:1][C:2]1[C:30]([O:31][CH3:32])=[CH:29][C:28]([O:33][CH3:34])=[C:27]([Cl:35])[C:3]=1[CH2:4][O:5][C:6]1[CH:7]=[N:8][C:9]([NH:12][C:13]2[CH:18]=[CH:17][C:16]([CH:19]3[CH2:24][CH2:23][NH:22][CH2:21][CH2:20]3)=[CH:15][C:14]=2[O:25][CH3:26])=[N:10][CH:11]=1.N1(CO)C2C=CC=C[C:39]=2N=N1.C(O[BH-](OC(=O)C)OC(=O)C)(=O)C.[Na+].C(=O)([O-])O.[Na+], predict the reaction product. The product is: [Cl:35][C:27]1[C:28]([O:33][CH3:34])=[CH:29][C:30]([O:31][CH3:32])=[C:2]([Cl:1])[C:3]=1[CH2:4][O:5][C:6]1[CH:7]=[N:8][C:9]([NH:12][C:13]2[CH:18]=[CH:17][C:16]([CH:19]3[CH2:24][CH2:23][N:22]([CH3:39])[CH2:21][CH2:20]3)=[CH:15][C:14]=2[O:25][CH3:26])=[N:10][CH:11]=1. (3) Given the reactants [F:1][C:2]1[CH:30]=[CH:29][C:5]([CH2:6][N:7]2[CH2:12][CH2:11][CH:10]([N:13]([CH3:28])[C:14]([N:16]3[CH:20]=[C:19]([C:21]4[CH:26]=[CH:25][C:24]([OH:27])=[CH:23][CH:22]=4)[N:18]=[CH:17]3)=[O:15])[CH2:9][CH2:8]2)=[CH:4][C:3]=1[O:31][CH3:32].[S:33](Cl)(=[O:36])(=[O:35])[NH2:34], predict the reaction product. The product is: [S:33](=[O:36])(=[O:35])([O:27][C:24]1[CH:25]=[CH:26][C:21]([C:19]2[N:18]=[CH:17][N:16]([C:14](=[O:15])[N:13]([CH:10]3[CH2:11][CH2:12][N:7]([CH2:6][C:5]4[CH:29]=[CH:30][C:2]([F:1])=[C:3]([O:31][CH3:32])[CH:4]=4)[CH2:8][CH2:9]3)[CH3:28])[CH:20]=2)=[CH:22][CH:23]=1)[NH2:34]. (4) Given the reactants [CH3:1][N:2]1[CH2:15][CH2:14][C:5]2[NH:6][C:7]3[CH:8]=[CH:9][C:10]([CH3:13])=[CH:11][C:12]=3[C:4]=2[CH2:3]1.[F:16][C:17]([F:28])([F:27])[C:18]1[C:23]([CH:24]=[CH2:25])=[CH:22][N:21]=[C:20]([CH3:26])[CH:19]=1.[OH-].[K+], predict the reaction product. The product is: [F:28][C:17]([F:16])([F:27])[C:18]1[CH:19]=[C:20]([CH3:26])[N:21]=[CH:22][C:23]=1[CH2:24][CH2:25][N:6]1[C:7]2[CH:8]=[CH:9][C:10]([CH3:13])=[CH:11][C:12]=2[C:4]2[CH2:3][N:2]([CH3:1])[CH2:15][CH2:14][C:5]1=2. (5) Given the reactants [CH:1]1([CH2:4][O:5][C:6]2[N:11]=[C:10]([C:12]([NH:14][C:15]([CH2:21][CH3:22])([CH2:19][CH3:20])[C:16]([OH:18])=O)=[O:13])[CH:9]=[CH:8][C:7]=2[C:23]([F:26])([F:25])[F:24])[CH2:3][CH2:2]1.Cl.[CH3:28][NH2:29], predict the reaction product. The product is: [CH2:21]([C:15]([NH:14][C:12]([C:10]1[CH:9]=[CH:8][C:7]([C:23]([F:24])([F:26])[F:25])=[C:6]([O:5][CH2:4][CH:1]2[CH2:2][CH2:3]2)[N:11]=1)=[O:13])([C:16](=[O:18])[NH:29][CH3:28])[CH2:19][CH3:20])[CH3:22].